Task: Predict which catalyst facilitates the given reaction.. Dataset: Catalyst prediction with 721,799 reactions and 888 catalyst types from USPTO (1) Reactant: [C:1]([O:5][CH3:6])(=[O:4])[CH:2]=[CH2:3].[C:7]([O:11][C:12]([NH:14][CH:15]1[CH2:20][CH2:19][NH:18][CH2:17][CH2:16]1)=[O:13])([CH3:10])([CH3:9])[CH3:8]. Product: [C:7]([O:11][C:12]([NH:14][CH:15]1[CH2:16][CH2:17][N:18]([CH2:3][CH2:2][C:1]([O:5][CH3:6])=[O:4])[CH2:19][CH2:20]1)=[O:13])([CH3:10])([CH3:8])[CH3:9]. The catalyst class is: 5. (2) Reactant: [NH2:1][CH2:2][CH:3]([OH:21])[CH2:4][N:5]1[CH2:10][CH2:9][N:8]([C:11]2[CH:16]=[CH:15][CH:14]=[CH:13][C:12]=2[O:17][CH:18]([CH3:20])[CH3:19])[CH2:7][CH2:6]1.[C:22]1(=O)[O:27][C:25](=[O:26])[CH:24]2[CH2:28][CH2:29][CH:30]=[CH:31][CH:23]12. Product: [OH:21][CH:3]([CH2:4][N:5]1[CH2:6][CH2:7][N:8]([C:11]2[CH:16]=[CH:15][CH:14]=[CH:13][C:12]=2[O:17][CH:18]([CH3:19])[CH3:20])[CH2:9][CH2:10]1)[CH2:2][N:1]1[C:25](=[O:26])[CH:24]2[CH:23]([CH2:31][CH:30]=[CH:29][CH2:28]2)[C:22]1=[O:27]. The catalyst class is: 11. (3) Product: [CH2:4]([O:3][P:1]([O:11][CH2:12][C:13]1[C:18]([CH3:19])=[CH:17][CH:16]=[CH:15][C:14]=1[C:20]([OH:24])=[O:21])([O:7][CH2:8][CH:9]=[CH2:10])=[O:2])[CH:5]=[CH2:6]. Reactant: [P:1]([O:11][CH2:12][C:13]1[C:18]([CH3:19])=[CH:17][CH:16]=[CH:15][C:14]=1[CH2:20][OH:21])([O:7][CH2:8][CH:9]=[CH2:10])([O:3][CH2:4][CH:5]=[CH2:6])=[O:2].CC(C)=[O:24].OS(O)(=O)=O.O=[Cr](=O)=O.S(=O)(=O)(O)O.CC(O)C. The catalyst class is: 95. (4) Reactant: [Cl:1][C:2]1[CH:7]=[CH:6][C:5]([O:8]C)=[CH:4][C:3]=1[C:10]1[CH:34]=[C:33]([CH3:35])[C:13]2[N:14]=[C:15]([NH:18][C:19]3[CH:24]=[CH:23][CH:22]=[C:21]([S:25][CH2:26][CH2:27][N:28]4[CH2:32][CH2:31][CH2:30][CH2:29]4)[CH:20]=3)[N:16]=[N:17][C:12]=2[CH:11]=1.B(Br)(Br)Br. Product: [Cl:1][C:2]1[CH:7]=[CH:6][C:5]([OH:8])=[CH:4][C:3]=1[C:10]1[CH:34]=[C:33]([CH3:35])[C:13]2[N:14]=[C:15]([NH:18][C:19]3[CH:24]=[CH:23][CH:22]=[C:21]([S:25][CH2:26][CH2:27][N:28]4[CH2:29][CH2:30][CH2:31][CH2:32]4)[CH:20]=3)[N:16]=[N:17][C:12]=2[CH:11]=1. The catalyst class is: 2. (5) Reactant: [CH3:1][C:2]1[C:6]2[CH:7]=[CH:8][CH:9]=[CH:10][C:5]=2[O:4][C:3]=1[C:11]([OH:13])=[O:12].[C:14](Cl)(=O)C(Cl)=O.CO. Product: [CH3:1][C:2]1[C:6]2[CH:7]=[CH:8][CH:9]=[CH:10][C:5]=2[O:4][C:3]=1[C:11]([O:13][CH3:14])=[O:12]. The catalyst class is: 198. (6) Reactant: O[CH2:2][C:3]([C:5]1[CH:10]=[CH:9][CH:8]=[CH:7][CH:6]=1)=[O:4].[C:11]([O-:14])([O-])=O.[K+].[K+].BrC[C:19]1[C:20]([CH2:25]Br)=[CH:21][CH:22]=[CH:23][CH:24]=1.[NH:27]1[CH2:32][CH2:31][CH2:30][CH2:29][CH2:28]1. Product: [C:3]([C:5]1[CH:6]=[CH:7][C:8]([O:14][CH2:11][C:23]2[CH:24]=[CH:19][C:20]([CH2:25][N:27]3[CH2:32][CH2:31][CH2:30][CH2:29][CH2:28]3)=[CH:21][CH:22]=2)=[CH:9][CH:10]=1)(=[O:4])[CH3:2]. The catalyst class is: 21. (7) Reactant: [CH2:1]([O:3][CH2:4][C:5](Cl)=O)[CH3:2].[NH2:8][C:9]1[CH:10]=[N:11][C:12]2[C:17]([C:18]=1[NH:19][CH2:20][C:21]1([OH:31])[CH2:30][CH2:29][C:24]3([O:28][CH2:27][CH2:26][O:25]3)[CH2:23][CH2:22]1)=[CH:16][CH:15]=[CH:14][CH:13]=2.C(N(CC)CC)C. Product: [CH2:1]([O:3][CH2:4][C:5]1[N:19]([CH2:20][C:21]2([OH:31])[CH2:30][CH2:29][C:24]3([O:28][CH2:27][CH2:26][O:25]3)[CH2:23][CH2:22]2)[C:18]2[C:17]3[CH:16]=[CH:15][CH:14]=[CH:13][C:12]=3[N:11]=[CH:10][C:9]=2[N:8]=1)[CH3:2]. The catalyst class is: 429.